Dataset: NCI-60 drug combinations with 297,098 pairs across 59 cell lines. Task: Regression. Given two drug SMILES strings and cell line genomic features, predict the synergy score measuring deviation from expected non-interaction effect. (1) Drug 1: CCC1=C2CN3C(=CC4=C(C3=O)COC(=O)C4(CC)O)C2=NC5=C1C=C(C=C5)O. Drug 2: CC1=C(N=C(N=C1N)C(CC(=O)N)NCC(C(=O)N)N)C(=O)NC(C(C2=CN=CN2)OC3C(C(C(C(O3)CO)O)O)OC4C(C(C(C(O4)CO)O)OC(=O)N)O)C(=O)NC(C)C(C(C)C(=O)NC(C(C)O)C(=O)NCCC5=NC(=CS5)C6=NC(=CS6)C(=O)NCCC[S+](C)C)O. Cell line: A498. Synergy scores: CSS=21.1, Synergy_ZIP=-6.45, Synergy_Bliss=-2.17, Synergy_Loewe=0.625, Synergy_HSA=1.46. (2) Drug 1: CC1=C2C(C(=O)C3(C(CC4C(C3C(C(C2(C)C)(CC1OC(=O)C(C(C5=CC=CC=C5)NC(=O)C6=CC=CC=C6)O)O)OC(=O)C7=CC=CC=C7)(CO4)OC(=O)C)O)C)OC(=O)C. Drug 2: CC1CCC2CC(C(=CC=CC=CC(CC(C(=O)C(C(C(=CC(C(=O)CC(OC(=O)C3CCCCN3C(=O)C(=O)C1(O2)O)C(C)CC4CCC(C(C4)OC)OCCO)C)C)O)OC)C)C)C)OC. Cell line: HCT116. Synergy scores: CSS=14.1, Synergy_ZIP=1.43, Synergy_Bliss=3.93, Synergy_Loewe=-5.90, Synergy_HSA=1.40. (3) Drug 1: CCCCC(=O)OCC(=O)C1(CC(C2=C(C1)C(=C3C(=C2O)C(=O)C4=C(C3=O)C=CC=C4OC)O)OC5CC(C(C(O5)C)O)NC(=O)C(F)(F)F)O. Drug 2: CS(=O)(=O)OCCCCOS(=O)(=O)C. Cell line: HCT116. Synergy scores: CSS=62.1, Synergy_ZIP=-3.77, Synergy_Bliss=-2.98, Synergy_Loewe=-19.1, Synergy_HSA=-1.08. (4) Drug 1: CS(=O)(=O)CCNCC1=CC=C(O1)C2=CC3=C(C=C2)N=CN=C3NC4=CC(=C(C=C4)OCC5=CC(=CC=C5)F)Cl. Drug 2: CC1C(C(CC(O1)OC2CC(OC(C2O)C)OC3=CC4=CC5=C(C(=O)C(C(C5)C(C(=O)C(C(C)O)O)OC)OC6CC(C(C(O6)C)O)OC7CC(C(C(O7)C)O)OC8CC(C(C(O8)C)O)(C)O)C(=C4C(=C3C)O)O)O)O. Cell line: SW-620. Synergy scores: CSS=31.5, Synergy_ZIP=2.31, Synergy_Bliss=1.44, Synergy_Loewe=-26.3, Synergy_HSA=-1.41. (5) Drug 1: CC1C(C(CC(O1)OC2CC(CC3=C2C(=C4C(=C3O)C(=O)C5=C(C4=O)C(=CC=C5)OC)O)(C(=O)CO)O)N)O.Cl. Drug 2: C1CCC(CC1)NC(=O)N(CCCl)N=O. Cell line: MDA-MB-435. Synergy scores: CSS=4.80, Synergy_ZIP=2.96, Synergy_Bliss=3.23, Synergy_Loewe=-0.535, Synergy_HSA=-0.637. (6) Drug 1: CS(=O)(=O)C1=CC(=C(C=C1)C(=O)NC2=CC(=C(C=C2)Cl)C3=CC=CC=N3)Cl. Drug 2: COC1=C2C(=CC3=C1OC=C3)C=CC(=O)O2. Cell line: SK-OV-3. Synergy scores: CSS=2.70, Synergy_ZIP=-0.115, Synergy_Bliss=2.69, Synergy_Loewe=0.918, Synergy_HSA=1.42.